This data is from Reaction yield outcomes from USPTO patents with 853,638 reactions. The task is: Predict the reaction yield, written as a fraction of the theoretical maximum amount of product (1.0 means a 100% yield; for example, 0.34 means a 34% yield). (1) The reactants are C([C:3]1[N:4]([CH2:17][C:18]2[CH:23]=[CH:22][CH:21]=[CH:20][C:19]=2[C:24]2[CH:29]=[CH:28][C:27]([Cl:30])=[CH:26][CH:25]=2)[C:5]2[C:10]([C:11](=[O:16])[C:12]=1[C:13]([OH:15])=[O:14])=[N:9][CH:8]=[CH:7][CH:6]=2)C.O.[OH-].[Li+]. The catalyst is CO.O. The product is [Cl:30][C:27]1[CH:28]=[CH:29][C:24]([C:19]2[CH:20]=[CH:21][CH:22]=[CH:23][C:18]=2[CH2:17][N:4]2[C:5]3[C:10](=[N:9][CH:8]=[CH:7][CH:6]=3)[C:11](=[O:16])[C:12]([C:13]([OH:15])=[O:14])=[CH:3]2)=[CH:25][CH:26]=1. The yield is 0.688. (2) The reactants are [N+:1]([C:4]1[CH:9]=[CH:8][C:7]([C:10]23[CH2:18][CH:14]4[CH2:15][CH:16]([CH2:17]2)[C:12]([NH2:19])([CH2:13]4)[CH2:11]3)=[CH:6][CH:5]=1)([O-:3])=[O:2].C([O-])([O-])=O.[K+].[K+].[CH2:26]([O:33][C:34](Cl)=[O:35])[C:27]1[CH:32]=[CH:31][CH:30]=[CH:29][CH:28]=1. The catalyst is C1COCC1.O. The product is [CH2:26]([O:33][C:34](=[O:35])[NH:19][C:12]12[CH2:13][CH:14]3[CH2:18][C:10]([C:7]4[CH:6]=[CH:5][C:4]([N+:1]([O-:3])=[O:2])=[CH:9][CH:8]=4)([CH2:17][CH:16]1[CH2:15]3)[CH2:11]2)[C:27]1[CH:32]=[CH:31][CH:30]=[CH:29][CH:28]=1. The yield is 0.700. (3) The reactants are Br[C:2]1[CH:3]=[C:4]([C:9]2[N:14]=[C:13]([C:15]3[CH:20]=[CH:19][CH:18]=[CH:17][CH:16]=3)[N:12]=[C:11]([C:21]3[CH:26]=[CH:25][CH:24]=[CH:23][CH:22]=3)[N:10]=2)[CH:5]=[C:6]([Cl:8])[CH:7]=1.[CH:27]1[C:40]2[C:31](=[CH:32][C:33]3[C:38]([C:39]=2B(O)O)=[CH:37][CH:36]=[CH:35][CH:34]=3)[CH:30]=[CH:29][CH:28]=1.C1(C)C=CC=CC=1.C(=O)([O-])[O-].[K+].[K+]. The catalyst is [Pd].C1(P(C2C=CC=CC=2)C2C=CC=CC=2)C=CC=CC=1.C1(P(C2C=CC=CC=2)C2C=CC=CC=2)C=CC=CC=1.C1(P(C2C=CC=CC=2)C2C=CC=CC=2)C=CC=CC=1.C1(P(C2C=CC=CC=2)C2C=CC=CC=2)C=CC=CC=1.C(O)C. The product is [Cl:8][C:6]1[CH:5]=[C:4]([C:9]2[N:14]=[C:13]([C:15]3[CH:20]=[CH:19][CH:18]=[CH:17][CH:16]=3)[N:12]=[C:11]([C:21]3[CH:26]=[CH:25][CH:24]=[CH:23][CH:22]=3)[N:10]=2)[CH:3]=[C:2]([C:32]2[C:33]3[C:38]([CH:39]=[C:40]4[C:31]=2[CH:30]=[CH:29][CH:28]=[CH:27]4)=[CH:37][CH:36]=[CH:35][CH:34]=3)[CH:7]=1. The yield is 0.770. (4) The reactants are F[C:2]1[CH:7]=[CH:6][C:5]([NH:8][C:9]([C:11]2[S:12][C:13]([Br:16])=[CH:14][CH:15]=2)=[O:10])=[CH:4][C:3]=1[N+:17]([O-:19])=[O:18].C([O-])([O-])=O.[K+].[K+].[SH:26][C:27]1[CH:32]=[CH:31][C:30]([OH:33])=[CH:29][CH:28]=1. The catalyst is CN(C=O)C.O. The product is [OH:33][C:30]1[CH:31]=[CH:32][C:27]([S:26][C:2]2[CH:7]=[CH:6][C:5]([NH:8][C:9]([C:11]3[S:12][C:13]([Br:16])=[CH:14][CH:15]=3)=[O:10])=[CH:4][C:3]=2[N+:17]([O-:19])=[O:18])=[CH:28][CH:29]=1. The yield is 0.780. (5) The reactants are [C:1]1([S:7](Cl)(=[O:9])=[O:8])[CH:6]=[CH:5][CH:4]=[CH:3][CH:2]=1.[Cl:11][C:12]1[CH:13]=[C:14]2[C:19](=[C:20]([NH2:22])[CH:21]=1)[N:18]=[CH:17][CH:16]=[CH:15]2.N1C=CC=CC=1. The catalyst is CS(C)=O.CO. The product is [Cl:11][C:12]1[CH:13]=[C:14]2[C:19](=[C:20]([NH:22][S:7]([C:1]3[CH:6]=[CH:5][CH:4]=[CH:3][CH:2]=3)(=[O:9])=[O:8])[CH:21]=1)[N:18]=[CH:17][CH:16]=[CH:15]2. The yield is 0.610.